This data is from Catalyst prediction with 721,799 reactions and 888 catalyst types from USPTO. The task is: Predict which catalyst facilitates the given reaction. (1) Reactant: [Cl:1][C:2]1[CH:3]=[CH:4][C:5]([O:18][C:19]([F:22])([F:21])[F:20])=[C:6]2[C:10]=1[N:9]([CH2:11][CH2:12][O:13][CH3:14])[CH:8]=[C:7]2[C:15](O)=[O:16].CCN(CC)CC.Cl.[F:31][C:32]([F:51])([F:50])[C:33]([NH:35][CH2:36][C:37]1[CH:42]=[CH:41][C:40]([F:43])=[C:39]([CH:44]2[CH2:49][CH2:48][NH:47][CH2:46][CH2:45]2)[CH:38]=1)=[O:34].CCN=C=NCCCN(C)C. Product: [Cl:1][C:2]1[CH:3]=[CH:4][C:5]([O:18][C:19]([F:21])([F:22])[F:20])=[C:6]2[C:10]=1[N:9]([CH2:11][CH2:12][O:13][CH3:14])[CH:8]=[C:7]2[C:15]([N:47]1[CH2:48][CH2:49][CH:44]([C:39]2[CH:38]=[C:37]([CH:42]=[CH:41][C:40]=2[F:43])[CH2:36][NH:35][C:33](=[O:34])[C:32]([F:51])([F:50])[F:31])[CH2:45][CH2:46]1)=[O:16]. The catalyst class is: 2. (2) Reactant: [I:1][C:2]1[C:3]([CH3:8])=[N:4][NH:5][C:6]=1[CH3:7].[CH3:9][C:10]1[CH:15]=[CH:14][C:13]([S:16](Cl)(=[O:18])=[O:17])=[CH:12][CH:11]=1.N1C=CC=CC=1. Product: [I:1][C:2]1[C:3]([CH3:8])=[N:4][N:5]([S:16]([C:13]2[CH:14]=[CH:15][C:10]([CH3:9])=[CH:11][CH:12]=2)(=[O:18])=[O:17])[C:6]=1[CH3:7]. The catalyst class is: 2. (3) Reactant: [F:1][C:2]([F:30])([F:29])[C:3]1[CH:4]=[C:5]([CH:26]=[CH:27][CH:28]=1)[CH2:6][NH:7][C:8](=[O:25])[C:9]1[CH:14]=[CH:13][N:12]=[C:11]([C:15]2[CH:20]=[C:19]([F:21])[CH:18]=[CH:17][C:16]=2[N+:22]([O-])=O)[CH:10]=1. Product: [F:30][C:2]([F:1])([F:29])[C:3]1[CH:4]=[C:5]([CH:26]=[CH:27][CH:28]=1)[CH2:6][NH:7][C:8](=[O:25])[C:9]1[CH:14]=[CH:13][N:12]=[C:11]([C:15]2[CH:20]=[C:19]([F:21])[CH:18]=[CH:17][C:16]=2[NH2:22])[CH:10]=1. The catalyst class is: 19.